Predict the reaction yield, written as a fraction of the theoretical maximum amount of product (1.0 means a 100% yield; for example, 0.34 means a 34% yield). From a dataset of Reaction yield outcomes from USPTO patents with 853,638 reactions. (1) The reactants are [CH3:1][C:2]1[O:6][N:5]=[C:4]([C:7]2[CH:12]=[CH:11][CH:10]=[CH:9][CH:8]=2)[C:3]=1[CH2:13][O:14][C:15]1[CH:23]=[CH:22][C:18]([C:19]([OH:21])=O)=[CH:17][N:16]=1.[CH3:24][C:25]1([NH2:29])[CH2:28][O:27][CH2:26]1. No catalyst specified. The product is [CH3:24][C:25]1([NH:29][C:19](=[O:21])[C:18]2[CH:22]=[CH:23][C:15]([O:14][CH2:13][C:3]3[C:4]([C:7]4[CH:8]=[CH:9][CH:10]=[CH:11][CH:12]=4)=[N:5][O:6][C:2]=3[CH3:1])=[N:16][CH:17]=2)[CH2:28][O:27][CH2:26]1. The yield is 0.0800. (2) The reactants are [C:1]([O:5][C:6]([N:8]1[CH2:13][CH2:12][C:11]2[NH:14][N:15]([C:18]3[CH:27]=[N:26][C:25]4[C:20](=[CH:21][CH:22]=[CH:23][CH:24]=4)[N:19]=3)[C:16](=[O:17])[C:10]=2[CH2:9]1)=[O:7])([CH3:4])([CH3:3])[CH3:2].[H-].[Na+].I[CH3:31]. The catalyst is CN(C)C=O. The product is [C:1]([O:5][C:6]([N:8]1[CH2:13][CH2:12][C:11]2[N:14]([CH3:31])[N:15]([C:18]3[CH:27]=[N:26][C:25]4[C:20](=[CH:21][CH:22]=[CH:23][CH:24]=4)[N:19]=3)[C:16](=[O:17])[C:10]=2[CH2:9]1)=[O:7])([CH3:4])([CH3:2])[CH3:3]. The yield is 0.630. (3) The reactants are Cl.[NH:2]1[C:6]2[CH:7]=[CH:8][C:9]([C:11]([N:13]3[CH2:16][C:15]4([CH2:21][CH2:20][NH:19][CH2:18][CH2:17]4)[CH2:14]3)=[O:12])=[CH:10][C:5]=2[N:4]=[N:3]1.CN1CCOCC1.[Cl:29][C:30]1[CH:31]=[C:32](/[CH:37]=[CH:38]/[C:39](O)=[O:40])[CH:33]=[C:34]([Cl:36])[CH:35]=1.F[P-](F)(F)(F)(F)F.N1(OC(N(C)C)=[N+](C)C)C2N=CC=CC=2N=N1. The catalyst is CN(C)C=O. The product is [NH:2]1[C:6]2[CH:7]=[CH:8][C:9]([C:11]([N:13]3[CH2:16][C:15]4([CH2:17][CH2:18][N:19]([C:39](=[O:40])/[CH:38]=[CH:37]/[C:32]5[CH:31]=[C:30]([Cl:29])[CH:35]=[C:34]([Cl:36])[CH:33]=5)[CH2:20][CH2:21]4)[CH2:14]3)=[O:12])=[CH:10][C:5]=2[N:4]=[N:3]1. The yield is 0.940. (4) The reactants are O1CCOCC1.[ClH:7].C(OC([NH:15][CH2:16][C:17]1[C:18]([CH2:34][C:35]([CH3:38])([CH3:37])[CH3:36])=[N:19][C:20]([CH3:33])=[C:21]([C:25]=1[C:26]1[CH:31]=[CH:30][C:29]([CH3:32])=[CH:28][CH:27]=1)[C:22]([OH:24])=[O:23])=O)(C)(C)C. No catalyst specified. The yield is 0.710. The product is [ClH:7].[ClH:7].[NH2:15][CH2:16][C:17]1[C:18]([CH2:34][C:35]([CH3:38])([CH3:37])[CH3:36])=[N:19][C:20]([CH3:33])=[C:21]([C:25]=1[C:26]1[CH:31]=[CH:30][C:29]([CH3:32])=[CH:28][CH:27]=1)[C:22]([OH:24])=[O:23].